Task: Predict the product of the given reaction.. Dataset: Forward reaction prediction with 1.9M reactions from USPTO patents (1976-2016) (1) Given the reactants N#N.Cl[CH2:4][C:5]1[N:6]=[C:7]([C:10]2([CH3:15])[O:14][CH2:13][CH2:12][O:11]2)[S:8][CH:9]=1.[N+:16]([C:19]1[NH:23][N:22]=[CH:21][CH:20]=1)([O-:18])=[O:17].C([O-])([O-])=O.[K+].[K+].[Br-], predict the reaction product. The product is: [CH3:15][C:10]1([C:7]2[S:8][CH:9]=[C:5]([CH2:4][N:22]3[CH:21]=[CH:20][C:19]([N+:16]([O-:18])=[O:17])=[N:23]3)[N:6]=2)[O:14][CH2:13][CH2:12][O:11]1. (2) The product is: [CH2:1]([CH:3]([N:6]1[C:14]2[N:13]3[N:15]=[C:16]([CH3:19])[C:17]([C:25]#[CH:26])=[C:12]3[N:11]=[C:10]([CH3:20])[C:9]=2[CH2:8][CH2:7]1)[CH2:4][CH3:5])[CH3:2]. Given the reactants [CH2:1]([CH:3]([N:6]1[C:14]2[N:13]3[N:15]=[C:16]([CH3:19])[C:17](I)=[C:12]3[N:11]=[C:10]([CH3:20])[C:9]=2[CH2:8][CH2:7]1)[CH2:4][CH3:5])[CH3:2].C[Si]([C:25]#[CH:26])(C)C.[F-].C[N+](C)(C)C.O, predict the reaction product.